Predict which catalyst facilitates the given reaction. From a dataset of Catalyst prediction with 721,799 reactions and 888 catalyst types from USPTO. (1) Reactant: [Cl:1][C:2]1[CH:10]=[CH:9][C:8]([N:11]([CH3:20])[S:12]([C:15]2[S:16][CH:17]=[CH:18][CH:19]=2)(=[O:14])=[O:13])=[C:7]2[C:3]=1[CH:4]=[C:5]([C:21](=[S:23])[NH2:22])[NH:6]2.Br[CH:25]([CH:28]=O)[CH:26]=[O:27].CN(C)C(=O)C. Product: [Cl:1][C:2]1[CH:10]=[CH:9][C:8]([N:11]([CH3:20])[S:12]([C:15]2[S:16][CH:17]=[CH:18][CH:19]=2)(=[O:14])=[O:13])=[C:7]2[C:3]=1[CH:4]=[C:5]([C:21]1[S:23][C:25]([CH2:26][OH:27])=[CH:28][N:22]=1)[NH:6]2. The catalyst class is: 6. (2) The catalyst class is: 256. Product: [C:1]([C:5]1[CH:10]=[CH:9][C:8]([N:11]2[CH2:19][C:18]3[C:13](=[C:14]([CH2:20][CH2:21][C:22]4[CH:23]=[CH:24][N:25]=[CH:26][CH:27]=4)[CH:15]=[CH:16][CH:17]=3)[C:12]2=[O:28])=[CH:7][CH:6]=1)([CH3:4])([CH3:2])[CH3:3]. Reactant: [C:1]([C:5]1[CH:10]=[CH:9][C:8]([N:11]2[CH2:19][C:18]3[C:13](=[C:14]([CH:20]=[CH:21][C:22]4[CH:27]=[CH:26][N:25]=[CH:24][CH:23]=4)[CH:15]=[CH:16][CH:17]=3)[C:12]2=[O:28])=[CH:7][CH:6]=1)([CH3:4])([CH3:3])[CH3:2]. (3) Product: [CH3:22][N:23]([CH3:39])[CH:24]1[CH2:28][CH2:27][N:26]([C:29]2[S:30][C:31]3[CH:37]=[C:36]([NH:38][C:7]([C:4]4[CH:3]=[CH:2][C:1]([C:10]5[CH:15]=[CH:14][CH:13]=[CH:12][CH:11]=5)=[CH:6][CH:5]=4)=[O:9])[CH:35]=[CH:34][C:32]=3[N:33]=2)[CH2:25]1. The catalyst class is: 85. Reactant: [C:1]1([C:10]2[CH:15]=[CH:14][CH:13]=[CH:12][CH:11]=2)[CH:6]=[CH:5][C:4]([C:7]([OH:9])=O)=[CH:3][CH:2]=1.C(Cl)(=O)C(Cl)=O.[CH3:22][N:23]([CH3:39])[CH:24]1[CH2:28][CH2:27][N:26]([C:29]2[S:30][C:31]3[CH:37]=[C:36]([NH2:38])[CH:35]=[CH:34][C:32]=3[N:33]=2)[CH2:25]1. (4) Product: [C:51]([O:55][C:11]([N:12]1[CH2:13][CH2:14][CH:15]([NH:18][C:19]([C:21]2[NH:22][C:23]3[C:28]([CH:29]=2)=[C:27]([O:30][CH2:31][C:32]2[C:36]4[CH:37]=[C:38]([F:41])[CH:39]=[CH:40][C:35]=4[O:34][CH:33]=2)[CH:26]=[CH:25][CH:24]=3)=[O:20])[CH2:16][CH2:17]1)=[O:81])([CH3:54])([CH3:53])[CH3:52]. Reactant: [C@H]1([CH2:11][N:12]2[CH2:17][CH2:16][CH:15]([NH:18][C:19]([C:21]3[NH:22][C:23]4[C:28]([CH:29]=3)=[C:27]([O:30][CH2:31][C:32]3[C:36]5[CH:37]=[C:38]([F:41])[CH:39]=[CH:40][C:35]=5[O:34][CH:33]=3)[CH:26]=[CH:25][CH:24]=4)=[O:20])[CH2:14][CH2:13]2)[C@@H]2N(CCCC2)CCC1.CCN(C(C)C)C(C)C.[C:51]([O:55]C(=O)NC1CCNCC1)([CH3:54])([CH3:53])[CH3:52].C1CN([P+]([O:81]N2N=NC3C=CC=CC2=3)(N2CCCC2)N2CCCC2)CC1.F[P-](F)(F)(F)(F)F. The catalyst class is: 39. (5) The catalyst class is: 32. Reactant: [Br:1][C:2]1[CH:3]=[C:4]2[C:8](=[CH:9][CH:10]=1)[C:7](=O)[O:6][CH:5]2O.O.[NH2:14][NH2:15]. Product: [Br:1][C:2]1[CH:3]=[C:4]2[C:8](=[CH:9][CH:10]=1)[C:7](=[O:6])[NH:15][N:14]=[CH:5]2. (6) Reactant: [CH2:1]([N:8]1[C:16]2[C:11](=[CH:12][C:13]([NH:17][C:18]3[C:27]4[C:22](=[CH:23][CH:24]=[C:25](I)[CH:26]=4)[N:21]=[CH:20][N:19]=3)=[CH:14][CH:15]=2)[CH:10]=[N:9]1)[C:2]1[CH:7]=[CH:6][CH:5]=[CH:4][CH:3]=1.[CH:29]([O-:31])=[O:30].[Na+].C1(P(C2C=CC=CC=2)C2C=CC=CC=2)C=CC=CC=1.[OH-].[Na+]. Product: [CH2:1]([N:8]1[C:16]2[C:11](=[CH:12][C:13]([NH:17][C:18]3[C:27]4[C:22](=[CH:23][CH:24]=[C:25]([C:29]([OH:31])=[O:30])[CH:26]=4)[N:21]=[CH:20][N:19]=3)=[CH:14][CH:15]=2)[CH:10]=[N:9]1)[C:2]1[CH:7]=[CH:6][CH:5]=[CH:4][CH:3]=1. The catalyst class is: 3. (7) The catalyst class is: 10. Product: [O:12]1[CH2:13][CH2:14][CH2:15][CH2:16][N:11]1[CH:8]1[CH2:7][CH2:6][C:5](=[O:4])[CH2:10][CH2:9]1. Reactant: O1[C:5]2([CH2:10][CH2:9][CH:8]([N:11]3[CH2:16][CH2:15][CH2:14][CH2:13][O:12]3)[CH2:7][CH2:6]2)[O:4]CC1.Cl. (8) Reactant: [F:1][C:2]1[C:3]([O:29][CH3:30])=[C:4]([C:9]2[C:17]3[C:12](=[N:13][CH:14]=[C:15]([C:18]4[CH:19]=[N:20][N:21]([CH:23]5[CH2:28][CH2:27][NH:26][CH2:25][CH2:24]5)[CH:22]=4)[CH:16]=3)[NH:11][CH:10]=2)[CH:5]=[C:6]([F:8])[CH:7]=1.C(N(CC)CC)C.[CH2:38]([S:40](Cl)(=[O:42])=[O:41])[CH3:39]. Product: [F:1][C:2]1[C:3]([O:29][CH3:30])=[C:4]([C:9]2[C:17]3[C:12](=[N:13][CH:14]=[C:15]([C:18]4[CH:19]=[N:20][N:21]([CH:23]5[CH2:24][CH2:25][N:26]([S:40]([CH2:38][CH3:39])(=[O:42])=[O:41])[CH2:27][CH2:28]5)[CH:22]=4)[CH:16]=3)[NH:11][CH:10]=2)[CH:5]=[C:6]([F:8])[CH:7]=1. The catalyst class is: 2. (9) Reactant: [CH3:1][C:2]([C:4]1[CH:9]=[CH:8][C:7]([O:10][CH3:11])=[CH:6][C:5]=1[OH:12])=[O:3].[CH3:13][N:14]1[CH2:19][CH2:18][C:17](=O)[CH2:16][CH2:15]1.N1CCCC1. Product: [CH3:11][O:10][C:7]1[CH:8]=[CH:9][C:4]2[C:2](=[O:3])[CH2:1][C:17]3([O:12][C:5]=2[CH:6]=1)[CH2:18][CH2:19][N:14]([CH3:13])[CH2:15][CH2:16]3. The catalyst class is: 5.